This data is from Experimentally validated miRNA-target interactions with 360,000+ pairs, plus equal number of negative samples. The task is: Binary Classification. Given a miRNA mature sequence and a target amino acid sequence, predict their likelihood of interaction. (1) The protein sequence of the target gene is MESPSAHAVSLPEDEELQPWGGAGGPGQHPGRPRSTECAHPGVVEKVRPKWDNPLQFLLVCISYAVGLGNVWRFPYLCQMYGGGNFLVPYIIMLIVEGMPLLYLELAVGQRMRQGSIGAWRTISPYLSGVGIASLVVSFLASVYFNVINTWALWYLFHSFQDPLPWSVCPLNSNHTGYDEECEKASSTQYFWYRKTLNISPSIQENGGVQWEPALCLTLAWLMVYLCILRGTESTGKVVYFTTSLPYFVLIIYLVRGLTLHGATNGLAYMFTPKIEQLANPKAWINAATQIFFSLGLGCG.... Result: 0 (no interaction). The miRNA is mmu-miR-28a-5p with sequence AAGGAGCUCACAGUCUAUUGAG. (2) The miRNA is hsa-miR-1910-3p with sequence GAGGCAGAAGCAGGAUGACA. The protein sequence of the target gene is MSTAALITLVRSGGNQVRRRVLLSSRLLQDDRRVTPTCHSSTSEPRCSRFDPDGSGSPATWDNFGIWDNRIDEPILLPPSIKYGKPIPKISLENVGCASQIGKRKENEDRFDFAQLTDEVLYFAVYDGHGGPAAADFCHTHMEKCIMDLLPKEKNLETLLTLAFLEIDKAFSSHARLSADATLLTSGTTATVALLRDGIELVVASVGDSRAILCRKGKPMKLTIDHTPERKDEKERIKKCGGFVAWNSLGQPHVNGRLAMTRSIGDLDLKTSGVIAEPETKRIKLHHADDSFLVLTTDGI.... Result: 1 (interaction). (3) The miRNA is hsa-miR-196a-3p with sequence CGGCAACAAGAAACUGCCUGAG. The protein sequence of the target gene is MDVHTRWKAPRPGAPLLSSPLLLLLLLLWAPPPSRAAQPTDLLEMLDFHNLPSGVTKTTGFCATRRSSKEPDVAYRVSKDAQLSMPTKQLYPESDFPEDFSILTTVKAKKGSQAFLVSVYNEQGIQQLGLELGRSPVFLYEDHTGKPGPEEYPLFPGINLSDGKWHRIAISVYKKNVTLILDCKKKITKFLNRGDHPIIDVNGIIMFGSRILDDEIFEGDIQQLLFVSDHRAAYDYCEHYSPDCDTAVPDTPQSQDPNPDEYYPEGEGETYYYEYPYYEDPEDPGKEPAPSQKPVEAARE.... Result: 0 (no interaction). (4) The protein sequence of the target gene is MKAAYTAYRCLTKDLEGCAMNPELTMESLGTLHGPAGGGSGGGGGGGGGGGGGGPGHEQELLASPSPHHAGRGAAGSLRGPPPPPTAHQELGTAAAAAAAASRSAMVTSMASILDGGDYRPELSIPLHHAMSMSCDSSPPGMGMSNTYTTLTPLQPLPPISTVSDKFHHPHPHHHPHHHHHHHHQRLSGNVSGSFTLMRDERGLPAMNNLYSPYKEMPGMSQSLSPLAATPLGNGLGGLHNAQQSLPNYGPPGHDKMLSPNFDAHHTAMLTRGEQHLSRGLGTPPAAMMSHLNGLHHPGH.... The miRNA is hsa-miR-4676-5p with sequence GAGCCAGUGGUGAGACAGUGA. Result: 0 (no interaction).